From a dataset of Retrosynthesis with 50K atom-mapped reactions and 10 reaction types from USPTO. Predict the reactants needed to synthesize the given product. (1) Given the product O=Cc1ccc2c(ccn2S(=O)(=O)c2ccc(Br)s2)c1, predict the reactants needed to synthesize it. The reactants are: O=Cc1ccc2[nH]ccc2c1.O=S(=O)(Cl)c1ccc(Br)s1. (2) Given the product CCc1cc(Nc2ccc(-c3ccccc3C#N)cc2)n2nccc2n1, predict the reactants needed to synthesize it. The reactants are: CCc1cc(Cl)n2nccc2n1.N#Cc1ccccc1-c1ccc(N)cc1.